This data is from Full USPTO retrosynthesis dataset with 1.9M reactions from patents (1976-2016). The task is: Predict the reactants needed to synthesize the given product. (1) Given the product [NH2:1][C:2]1[C:11]2[N:12]=[C:13]([CH2:32][CH2:33][O:34][CH3:35])[N:14]([CH2:15][CH2:16][CH2:17][CH2:18][N:19]([CH2:58][CH2:57][N:56]([CH3:60])[CH3:55])[S:20]([C:23]3[CH:28]=[CH:27][CH:26]=[CH:25][C:24]=3[N+:29]([O-:31])=[O:30])(=[O:22])=[O:21])[C:10]=2[C:9]2[CH:8]=[CH:7][CH:6]=[CH:5][C:4]=2[N:3]=1, predict the reactants needed to synthesize it. The reactants are: [NH2:1][C:2]1[C:11]2[N:12]=[C:13]([CH2:32][CH2:33][O:34][CH3:35])[N:14]([CH2:15][CH2:16][CH2:17][CH2:18][NH:19][S:20]([C:23]3[CH:28]=[CH:27][CH:26]=[CH:25][C:24]=3[N+:29]([O-:31])=[O:30])(=[O:22])=[O:21])[C:10]=2[C:9]2[CH:8]=[CH:7][CH:6]=[CH:5][C:4]=2[N:3]=1.C1C=CC(P(C2C=CC=CC=2)C2C=CC=CC=2)=CC=1.[CH3:55][N:56]([CH3:60])[CH2:57][CH2:58]O.CC(OC(/N=N/C(OC(C)C)=O)=O)C. (2) The reactants are: Br[C:2]1[CH:3]=[N:4][N:5]2[CH:10]=[CH:9][C:8]([C:11]([N:13]([C:16]3[CH:21]=[CH:20][C:19]([C:22]#[N:23])=[CH:18][N:17]=3)[CH2:14][CH3:15])=[O:12])=[CH:7][C:6]=12.[CH3:24][NH:25][S:26]([C:29]1[CH:34]=[CH:33][C:32](B(O)O)=[CH:31][CH:30]=1)(=[O:28])=[O:27].C([O-])(O)=O.[Na+]. Given the product [C:22]([C:19]1[CH:20]=[CH:21][C:16]([N:13]([CH2:14][CH3:15])[C:11]([C:8]2[CH:9]=[CH:10][N:5]3[N:4]=[CH:3][C:2]([C:32]4[CH:31]=[CH:30][C:29]([S:26](=[O:27])(=[O:28])[NH:25][CH3:24])=[CH:34][CH:33]=4)=[C:6]3[CH:7]=2)=[O:12])=[N:17][CH:18]=1)#[N:23], predict the reactants needed to synthesize it. (3) Given the product [C:1]([C:5]1[C:6]([O:20][CH2:21][CH2:22][CH2:23][CH2:24][CH2:25][CH2:26][CH3:27])=[C:7]([CH:15]([CH3:19])[CH2:16][C:17]#[N:18])[CH:8]=[C:9]([C:11]([CH3:12])([CH3:13])[CH3:14])[CH:10]=1)([CH3:4])([CH3:3])[CH3:2], predict the reactants needed to synthesize it. The reactants are: [C:1]([C:5]1[C:6]([O:20][CH2:21][CH2:22][CH2:23][CH2:24][CH2:25][CH2:26][CH3:27])=[C:7]([C:15]([CH3:19])=[CH:16][C:17]#[N:18])[CH:8]=[C:9]([C:11]([CH3:14])([CH3:13])[CH3:12])[CH:10]=1)([CH3:4])([CH3:3])[CH3:2].